From a dataset of Reaction yield outcomes from USPTO patents with 853,638 reactions. Predict the reaction yield, written as a fraction of the theoretical maximum amount of product (1.0 means a 100% yield; for example, 0.34 means a 34% yield). (1) The reactants are [Cl:1][C:2]1[CH:7]=[CH:6][C:5]([C:8](=[CH2:13])[C:9]([O:11][CH3:12])=[O:10])=[CH:4][CH:3]=1.C1COCC1.[C:19]([NH2:23])([CH3:22])([CH3:21])[CH3:20]. The catalyst is C(O)C. The product is [C:19]([NH:23][CH2:13][CH:8]([C:5]1[CH:4]=[CH:3][C:2]([Cl:1])=[CH:7][CH:6]=1)[C:9]([O:11][CH3:12])=[O:10])([CH3:22])([CH3:21])[CH3:20]. The yield is 0.930. (2) The reactants are [Br:1][C:2]1[N:7]=[C:6]2[S:8][C:9]([CH2:11]Br)=[N:10][C:5]2=[CH:4][CH:3]=1.[F:13][C:14]1[C:22]([OH:23])=[CH:21][CH:20]=[C:19]([F:24])[C:15]=1[C:16]([NH2:18])=[O:17].C(=O)([O-])[O-].[K+].[K+]. The catalyst is CN(C=O)C. The product is [Br:1][C:2]1[N:7]=[C:6]2[S:8][C:9]([CH2:11][O:23][C:22]3[C:14]([F:13])=[C:15]([C:19]([F:24])=[CH:20][CH:21]=3)[C:16]([NH2:18])=[O:17])=[N:10][C:5]2=[CH:4][CH:3]=1. The yield is 0.690. (3) The reactants are [CH3:1][O:2][C:3]([C:5]1[C:10]([Br:11])=[CH:9][N:8]=[C:7](SC)[N:6]=1)=[O:4].ClC1C=CC=C(C(OO)=O)C=1.Cl.CN.C[CH2:29][N:30](C(C)C)C(C)C. The catalyst is C(Cl)Cl.C1COCC1. The product is [Br:11][C:10]1[C:5]([C:3]([O:2][CH3:1])=[O:4])=[N:6][C:7]([NH:30][CH3:29])=[N:8][CH:9]=1. The yield is 0.750. (4) The reactants are [Br:1][C:2]1[C:11]2[CH2:10][CH2:9][NH:8][CH2:7][CH2:6][C:5]=2[S:4][C:3]=1CC1C(F)=CC=CC=1Cl.O.[C:22]([O-:25])(O)=[O:23].[Na+].[CH3:27][C:28](O)=O. The catalyst is [Zn]. The product is [CH2:27]([O:25][C:22]([N:8]1[CH2:9][CH2:10][C:11]2[C:2]([Br:1])=[CH:3][S:4][C:5]=2[CH2:6][CH2:7]1)=[O:23])[CH3:28]. The yield is 0.680. (5) The reactants are [CH:1]([C:3]1[CH:18]=[CH:17][C:6]([O:7][C:8]2[CH:16]=[CH:15][C:11]([C:12]([NH2:14])=[O:13])=[CH:10][N:9]=2)=[CH:5][CH:4]=1)=O.[C:19]1([N:25]2[CH2:30][CH2:29][NH:28][CH2:27][CH2:26]2)[CH:24]=[CH:23][CH:22]=[CH:21][CH:20]=1.[BH4-].[Na+]. The catalyst is CO. The product is [C:19]1([N:25]2[CH2:30][CH2:29][N:28]([CH2:1][C:3]3[CH:18]=[CH:17][C:6]([O:7][C:8]4[CH:16]=[CH:15][C:11]([C:12]([NH2:14])=[O:13])=[CH:10][N:9]=4)=[CH:5][CH:4]=3)[CH2:27][CH2:26]2)[CH:24]=[CH:23][CH:22]=[CH:21][CH:20]=1. The yield is 0.130.